This data is from Full USPTO retrosynthesis dataset with 1.9M reactions from patents (1976-2016). The task is: Predict the reactants needed to synthesize the given product. Given the product [N:1]([CH2:4][C@H:5]1[CH2:10][NH:9][C:8]2[CH:11]=[CH:12][CH:13]=[C:14]([C:18]3[CH:19]=[CH:20][CH:21]=[CH:22][C:17]=3[Cl:16])[C:7]=2[O:6]1)=[N+:2]=[N-:3], predict the reactants needed to synthesize it. The reactants are: [N:1]([CH2:4][C@H:5]1[CH2:10][NH:9][C:8]2[CH:11]=[CH:12][CH:13]=[C:14](Br)[C:7]=2[O:6]1)=[N+:2]=[N-:3].[Cl:16][C:17]1[CH:22]=[CH:21][CH:20]=[CH:19][C:18]=1B(O)O.